Dataset: Reaction yield outcomes from USPTO patents with 853,638 reactions. Task: Predict the reaction yield, written as a fraction of the theoretical maximum amount of product (1.0 means a 100% yield; for example, 0.34 means a 34% yield). (1) The reactants are Br[C:2]1[CH:3]=[N:4][CH:5]=[C:6]([O:8][CH2:9][C@@H:10]2[CH2:13][CH2:12][N:11]2[C:14]([O:16][C:17]([CH3:20])([CH3:19])[CH3:18])=[O:15])[CH:7]=1.C(N(CC)CC)C.[CH3:28][Si:29]([C:32]#[CH:33])([CH3:31])[CH3:30].N#N. The catalyst is [Cu]I.Cl[Pd](Cl)([P](C1C=CC=CC=1)(C1C=CC=CC=1)C1C=CC=CC=1)[P](C1C=CC=CC=1)(C1C=CC=CC=1)C1C=CC=CC=1.C1(P(C2C=CC=CC=2)C2C=CC=CC=2)C=CC=CC=1.CCOC(C)=O.CCCCCC. The product is [C:17]([O:16][C:14]([N:11]1[CH2:12][CH2:13][C@H:10]1[CH2:9][O:8][C:6]1[CH:5]=[N:4][CH:3]=[C:2]([C:33]#[C:32][Si:29]([CH3:31])([CH3:30])[CH3:28])[CH:7]=1)=[O:15])([CH3:20])([CH3:19])[CH3:18]. The yield is 0.990. (2) The reactants are [CH2:1]([O:8][C:9]1[C:17]2[N:16]=[C:15]([CH2:18][CH3:19])[N:14]([CH3:20])[C:13]=2[CH:12]=[C:11](Br)[CH:10]=1)[C:2]1[CH:7]=[CH:6][CH:5]=[CH:4][CH:3]=1.C1(P(C2C=CC=CC=2)C2C=CC=CC=2)C=CC=CC=1.[CH3:41][NH:42][CH3:43].[C:44](=[O:46])=O. The catalyst is C([O-])(=O)C.[Pd+2].C([O-])(=O)C. The product is [CH3:41][N:42]([CH3:43])[C:44]([C:11]1[CH:10]=[C:9]([O:8][CH2:1][C:2]2[CH:7]=[CH:6][CH:5]=[CH:4][CH:3]=2)[C:17]2[N:16]=[C:15]([CH2:18][CH3:19])[N:14]([CH3:20])[C:13]=2[CH:12]=1)=[O:46]. The yield is 0.910. (3) The reactants are [CH3:1][C:2]1[CH:7]=[CH:6][C:5]([S:8]([NH:11][NH2:12])(=[O:10])=[O:9])=[CH:4][CH:3]=1.[O:13]1[CH2:18][CH2:17][C:16](=O)[CH2:15][CH2:14]1. No catalyst specified. The product is [CH3:1][C:2]1[CH:7]=[CH:6][C:5]([S:8]([NH:11][N:12]=[C:16]2[CH2:17][CH2:18][O:13][CH2:14][CH2:15]2)(=[O:10])=[O:9])=[CH:4][CH:3]=1. The yield is 0.400. (4) The reactants are [Cl:1][C:2]1[CH:38]=[CH:37][C:5]([CH2:6][C:7]2[N:8]=[C:9]([CH2:33][CH:34]([CH3:36])[CH3:35])[C:10]3[N:15]=[C:14]([C:16]4[CH:30]=[C:29]([CH3:31])[C:19]([O:20][CH2:21][C:22]([O:24]C(C)(C)C)=[O:23])=[C:18]([CH3:32])[CH:17]=4)[O:13][C:11]=3[N:12]=2)=[CH:4][CH:3]=1.FC(F)(F)C(O)=O. No catalyst specified. The product is [Cl:1][C:2]1[CH:3]=[CH:4][C:5]([CH2:6][C:7]2[N:8]=[C:9]([CH2:33][CH:34]([CH3:36])[CH3:35])[C:10]3[N:15]=[C:14]([C:16]4[CH:17]=[C:18]([CH3:32])[C:19]([O:20][CH2:21][C:22]([OH:24])=[O:23])=[C:29]([CH3:31])[CH:30]=4)[O:13][C:11]=3[N:12]=2)=[CH:37][CH:38]=1. The yield is 1.00. (5) The reactants are [NH2:1][C@H:2]([C@H:21]([C:23]1[C:31]2[C:26](=[CH:27][CH:28]=[CH:29][CH:30]=2)[NH:25][CH:24]=1)[CH3:22])[C:3]([NH:5][C:6]1[CH:7]=[C:8]([CH:18]=[CH:19][CH:20]=1)[CH2:9][NH:10]C(=O)OC(C)(C)C)=[O:4].[C:32]([N:40]1[CH2:45][CH2:44][CH:43]([CH:46]=O)[CH2:42][CH2:41]1)(=[O:39])[C:33]1[CH:38]=[CH:37][CH:36]=[CH:35][CH:34]=1.C(O[BH-](OC(=O)C)OC(=O)C)(=O)C.[Na+].C(=O)([O-])O.[Na+].Cl.O1CCOCC1. The catalyst is C(O)C.O1CCOCC1.C(OCC)(=O)C. The product is [NH2:10][CH2:9][C:8]1[CH:7]=[C:6]([NH:5][C:3](=[O:4])[C@H:2]([NH:1][CH2:46][CH:43]2[CH2:42][CH2:41][N:40]([C:32](=[O:39])[C:33]3[CH:34]=[CH:35][CH:36]=[CH:37][CH:38]=3)[CH2:45][CH2:44]2)[C@H:21]([C:23]2[C:31]3[C:26](=[CH:27][CH:28]=[CH:29][CH:30]=3)[NH:25][CH:24]=2)[CH3:22])[CH:20]=[CH:19][CH:18]=1. The yield is 0.650. (6) The reactants are [CH3:1][C:2]1[N:3]=[C:4]([CH:15]=O)[N:5]([CH2:7][O:8][CH2:9][CH2:10][Si:11]([CH3:14])([CH3:13])[CH3:12])[CH:6]=1.CC1C=CC(S([CH2:27][N+:28]#[C-])(=O)=O)=CC=1.CC([O-])(C)C.[K+]. The catalyst is COCCOC. The product is [CH3:1][C:2]1[N:3]=[C:4]([CH2:15][C:27]#[N:28])[N:5]([CH2:7][O:8][CH2:9][CH2:10][Si:11]([CH3:14])([CH3:13])[CH3:12])[CH:6]=1. The yield is 0.800. (7) The reactants are [OH:1][C:2]1[CH:11]=[CH:10][CH:9]=[C:8]2[C:3]=1[CH2:4][CH2:5][CH2:6][C:7]2=[O:12].[Br:13][C:14]1[CH:19]=[CH:18][C:17]([Cl:20])=[CH:16][C:15]=1[CH2:21]Br.C(=O)([O-])[O-].[K+].[K+]. The catalyst is CN(C)C=O.C(OCC)(=O)C. The product is [Br:13][C:14]1[CH:19]=[CH:18][C:17]([Cl:20])=[CH:16][C:15]=1[CH2:21][O:1][C:2]1[CH:11]=[CH:10][CH:9]=[C:8]2[C:3]=1[CH2:4][CH2:5][CH2:6][C:7]2=[O:12]. The yield is 0.940. (8) The reactants are [C:1]([O:4][CH2:5][C:6]1[CH:7]=[C:8]([C:15]2[S:19][C:18]([C@@:20]3([OH:32])[CH2:25][CH2:24][C@H:23]([C:26]([O:28][CH3:29])=[O:27])[C:22]([CH3:31])([CH3:30])[CH2:21]3)=[N:17][CH:16]=2)[CH:9]=[C:10]([N+:12]([O-])=O)[CH:11]=1)(=[O:3])[CH3:2].O.[Cl-].[NH4+]. The catalyst is C(O)C.C(OCC)(=O)C.[Fe]. The product is [C:1]([O:4][CH2:5][C:6]1[CH:7]=[C:8]([C:15]2[S:19][C:18]([C@@:20]3([OH:32])[CH2:25][CH2:24][C@H:23]([C:26]([O:28][CH3:29])=[O:27])[C:22]([CH3:31])([CH3:30])[CH2:21]3)=[N:17][CH:16]=2)[CH:9]=[C:10]([NH2:12])[CH:11]=1)(=[O:3])[CH3:2]. The yield is 1.00. (9) The reactants are CB1OB(C)OB(C)O1.[C:10]([NH:14][C:15]([C:17]1[C:22]([CH2:23][C:24](=[O:26])[CH3:25])=[C:21](Cl)[CH:20]=[CH:19][N:18]=1)=[O:16])([CH3:13])([CH3:12])[CH3:11].[C:28](=O)([O-])[O-].[K+].[K+]. The catalyst is CN(C=O)C. The product is [C:10]([NH:14][C:15]([C:17]1[C:22]([CH2:23][C:24](=[O:26])[CH3:25])=[C:21]([CH3:28])[CH:20]=[CH:19][N:18]=1)=[O:16])([CH3:13])([CH3:12])[CH3:11]. The yield is 0.780.